This data is from Forward reaction prediction with 1.9M reactions from USPTO patents (1976-2016). The task is: Predict the product of the given reaction. Given the reactants [CH3:1][O:2][C:3]1[CH:4]=[C:5]([C:13]2[CH:22]=[C:21]3[C:16]([CH:17]=[CH:18][CH:19]=[N:20]3)=[C:15](OS(C(F)(F)F)(=O)=O)[N:14]=2)[CH:6]=[C:7]([O:11][CH3:12])[C:8]=1[O:9][CH3:10].[NH2:31][CH2:32][C@H:33]1[CH2:37][NH:36][C:35](=[O:38])[CH2:34]1.C(N(C(C)C)CC)(C)C, predict the reaction product. The product is: [CH3:1][O:2][C:3]1[CH:4]=[C:5]([C:13]2[CH:22]=[C:21]3[C:16]([CH:17]=[CH:18][CH:19]=[N:20]3)=[C:15]([NH:31][CH2:32][C@H:33]3[CH2:37][NH:36][C:35](=[O:38])[CH2:34]3)[N:14]=2)[CH:6]=[C:7]([O:11][CH3:12])[C:8]=1[O:9][CH3:10].